Task: Predict which catalyst facilitates the given reaction.. Dataset: Catalyst prediction with 721,799 reactions and 888 catalyst types from USPTO Reactant: [CH2:1]([O:8][C:9]([C:11]1([C:25]([O:27]CC2C=CC=CC=2)=[O:26])[CH2:16][CH2:15][CH2:14][N:13]([C:17]([O:19][CH2:20][C:21]([Cl:24])([Cl:23])[Cl:22])=[O:18])[CH2:12]1)=[O:10])[C:2]1[CH:7]=[CH:6][CH:5]=[CH:4][CH:3]=1.[K].C(O)(=O)C. Product: [CH2:1]([O:8][C:9]([C:11]1([C:25]([OH:27])=[O:26])[CH2:16][CH2:15][CH2:14][N:13]([C:17]([O:19][CH2:20][C:21]([Cl:24])([Cl:22])[Cl:23])=[O:18])[CH2:12]1)=[O:10])[C:2]1[CH:3]=[CH:4][CH:5]=[CH:6][CH:7]=1. The catalyst class is: 35.